This data is from Reaction yield outcomes from USPTO patents with 853,638 reactions. The task is: Predict the reaction yield, written as a fraction of the theoretical maximum amount of product (1.0 means a 100% yield; for example, 0.34 means a 34% yield). (1) The reactants are [Cl:1][C:2]1[C:3]([C:10]([OH:12])=[O:11])=[N:4][N:5]([CH3:9])[C:6](=[O:8])[CH:7]=1.Cl.[CH3:14]COC(C)=O. The catalyst is CO. The product is [Cl:1][C:2]1[C:3]([C:10]([O:12][CH3:14])=[O:11])=[N:4][N:5]([CH3:9])[C:6](=[O:8])[CH:7]=1. The yield is 0.170. (2) The reactants are [N+:1]([C:4]1[C:12]2[C:7](=[CH:8][CH:9]=[C:10]([C:13]([OH:15])=O)[CH:11]=2)[NH:6][C:5]=1[C:16]1[C:25](=[O:26])[NH:24][C:23]2[C:18](=[CH:19][CH:20]=[CH:21][CH:22]=2)[N:17]=1)([O-])=O.C(N(CC)CC)C.C1CN([P+](ON2N=NC3C=CC=CC2=3)(N2CCCC2)N2CCCC2)CC1.F[P-](F)(F)(F)(F)F.[CH3:67][O:68][CH2:69][CH2:70][NH:71][CH3:72]. The catalyst is CN(C=O)C.[Pd]. The product is [CH3:67][O:68][CH2:69][CH2:70][N:71]([CH3:72])[C:13]([C:10]1[CH:11]=[C:12]2[C:7](=[CH:8][CH:9]=1)[NH:6][C:5]([C:16]1[C:25](=[O:26])[NH:24][C:23]3[C:18](=[CH:19][CH:20]=[CH:21][CH:22]=3)[N:17]=1)=[C:4]2[NH2:1])=[O:15]. The yield is 0.660. (3) The reactants are [CH2:1]([O:4][C:5]1[C:10]([C:11]([CH3:14])([CH3:13])[CH3:12])=[CH:9][C:8]([CH3:15])=[CH:7][C:6]=1[Si:16]([CH3:19])([CH3:18])Cl)[CH:2]=[CH2:3].[CH3:20][N:21]([CH3:30])[C:22]1([Li])[CH:26]=[C:25]([CH3:27])[C:24]([CH3:28])=[CH:23]1. The catalyst is C1(C)C=CC=CC=1.O1CCCC1. The yield is 1.00. The product is [CH3:20][N:21]([CH3:30])[C:22]1[CH:26]([Si:16]([C:6]2[CH:7]=[C:8]([CH3:15])[CH:9]=[C:10]([C:11]([CH3:13])([CH3:14])[CH3:12])[C:5]=2[O:4][CH2:1][CH:2]=[CH2:3])([CH3:19])[CH3:18])[C:25]([CH3:27])=[C:24]([CH3:28])[CH:23]=1.